Dataset: Peptide-MHC class I binding affinity with 185,985 pairs from IEDB/IMGT. Task: Regression. Given a peptide amino acid sequence and an MHC pseudo amino acid sequence, predict their binding affinity value. This is MHC class I binding data. (1) The peptide sequence is ARGITMIPHY. The MHC is HLA-B27:05 with pseudo-sequence HLA-B27:05. The binding affinity (normalized) is 0.645. (2) The peptide sequence is CRAPRRQGCWK. The MHC is HLA-B27:05 with pseudo-sequence HLA-B27:05. The binding affinity (normalized) is 0.402.